From a dataset of Catalyst prediction with 721,799 reactions and 888 catalyst types from USPTO. Predict which catalyst facilitates the given reaction. (1) Reactant: [Cl:1][C:2]1[CH:7]=[CH:6][C:5]([N:8]([CH3:23])[S:9]([C:12]2[C:13]([O:21][CH3:22])=[C:14]([CH:18]=[CH:19][CH:20]=2)[C:15]([OH:17])=O)(=[O:11])=[O:10])=[CH:4][CH:3]=1.CN(C=O)C.C(Cl)(=O)C(Cl)=O.C[O:36][C:37](=[O:46])[C:38]1[CH:43]=[C:42]([Br:44])[CH:41]=[CH:40][C:39]=1[NH2:45]. Product: [Br:44][C:42]1[CH:41]=[CH:40][C:39]([NH:45][C:15](=[O:17])[C:14]2[CH:18]=[CH:19][CH:20]=[C:12]([S:9]([N:8]([C:5]3[CH:4]=[CH:3][C:2]([Cl:1])=[CH:7][CH:6]=3)[CH3:23])(=[O:11])=[O:10])[C:13]=2[O:21][CH3:22])=[C:38]([CH:43]=1)[C:37]([OH:46])=[O:36]. The catalyst class is: 202. (2) Reactant: [C:1](O)([CH3:4])([CH3:3])[CH3:2].[OH:6][C:7]1[CH:15]=[C:14]([OH:16])[CH:13]=[CH:12][C:8]=1[C:9]([OH:11])=[O:10].FC(F)(F)C(O)=O.S(=O)(=O)(O)O. Product: [C:1]([C:13]1[C:14]([OH:16])=[CH:15][C:7]([OH:6])=[C:8]([CH:12]=1)[C:9]([OH:11])=[O:10])([CH3:4])([CH3:3])[CH3:2]. The catalyst class is: 81.